From a dataset of Forward reaction prediction with 1.9M reactions from USPTO patents (1976-2016). Predict the product of the given reaction. Given the reactants [CH3:1][O:2][C:3]1[CH:4]=[CH:5][C:6]2[CH2:12][C:11](=[O:13])[CH2:10][CH2:9][CH2:8][C:7]=2[CH:14]=1.C[C:16]([O-])([CH3:18])C.[K+].[CH2:21](I)[CH3:22], predict the reaction product. The product is: [CH2:21]([C:12]1([CH2:16][CH3:18])[C:6]2[CH:5]=[CH:4][C:3]([O:2][CH3:1])=[CH:14][C:7]=2[CH2:8][CH2:9][CH2:10][C:11]1=[O:13])[CH3:22].